Dataset: NCI-60 drug combinations with 297,098 pairs across 59 cell lines. Task: Regression. Given two drug SMILES strings and cell line genomic features, predict the synergy score measuring deviation from expected non-interaction effect. (1) Drug 1: CC1CCC2CC(C(=CC=CC=CC(CC(C(=O)C(C(C(=CC(C(=O)CC(OC(=O)C3CCCCN3C(=O)C(=O)C1(O2)O)C(C)CC4CCC(C(C4)OC)OCCO)C)C)O)OC)C)C)C)OC. Drug 2: C1=CN(C=N1)CC(O)(P(=O)(O)O)P(=O)(O)O. Cell line: MDA-MB-231. Synergy scores: CSS=14.1, Synergy_ZIP=-3.36, Synergy_Bliss=1.80, Synergy_Loewe=-0.965, Synergy_HSA=1.23. (2) Drug 1: C1CN1P(=S)(N2CC2)N3CC3. Drug 2: C1CN(CCN1C(=O)CCBr)C(=O)CCBr. Cell line: MDA-MB-231. Synergy scores: CSS=19.6, Synergy_ZIP=-5.93, Synergy_Bliss=-2.00, Synergy_Loewe=1.66, Synergy_HSA=2.39.